This data is from Reaction yield outcomes from USPTO patents with 853,638 reactions. The task is: Predict the reaction yield, written as a fraction of the theoretical maximum amount of product (1.0 means a 100% yield; for example, 0.34 means a 34% yield). (1) The reactants are [F:1][C:2]([F:12])([F:11])[C:3]1[CH:8]=[CH:7][C:6]([Mg]Br)=[CH:5][CH:4]=1.[CH:13]1([CH2:18][N:19]([CH2:32][CH:33]2[CH2:37][CH2:36][CH2:35][CH2:34]2)[C@@H:20]([CH:30]=[O:31])[CH2:21][CH2:22]/[CH:23]=[CH:24]/[C:25]([O:27][CH2:28][CH3:29])=[O:26])[CH2:17][CH2:16][CH2:15][CH2:14]1. The catalyst is C1COCC1. The product is [CH:33]1([CH2:32][N:19]([CH2:18][CH:13]2[CH2:14][CH2:15][CH2:16][CH2:17]2)[C@@H:20]([C@@H:30]([OH:31])[C:6]2[CH:7]=[CH:8][C:3]([C:2]([F:12])([F:11])[F:1])=[CH:4][CH:5]=2)[CH2:21][CH2:22]/[CH:23]=[CH:24]/[C:25]([O:27][CH2:28][CH3:29])=[O:26])[CH2:34][CH2:35][CH2:36][CH2:37]1. The yield is 0.770. (2) The reactants are [C:1]1([CH3:13])[CH:6]=[CH:5][CH:4]=[C:3]([CH:7]2[S:12][CH2:11][CH2:10][CH2:9][S:8]2)[CH:2]=1.[Li]CCCC.[F:19][CH:20]([F:31])[O:21][C:22]1[CH:29]=[CH:28][C:25]([CH:26]=[O:27])=[CH:24][C:23]=1[CH3:30]. The catalyst is C1COCC1. The product is [F:19][CH:20]([F:31])[O:21][C:22]1[CH:29]=[CH:28][C:25]([CH:26]([C:7]2([C:3]3[CH:2]=[C:1]([CH3:13])[CH:6]=[CH:5][CH:4]=3)[S:8][CH2:9][CH2:10][CH2:11][S:12]2)[OH:27])=[CH:24][C:23]=1[CH3:30]. The yield is 0.720. (3) The reactants are [C:1]([O:5][C:6]1[CH:14]=[CH:13][C:12]([S:15]([CH3:18])(=[O:17])=[O:16])=[CH:11][C:7]=1[C:8]([OH:10])=O)([CH3:4])([CH3:3])[CH3:2].[N:19]1([C:25]2[S:26][C:27]([C:30]#[N:31])=[CH:28][N:29]=2)[CH2:24][CH2:23][NH:22][CH2:21][CH2:20]1. No catalyst specified. The product is [C:1]([O:5][C:6]1[CH:14]=[CH:13][C:12]([S:15]([CH3:18])(=[O:17])=[O:16])=[CH:11][C:7]=1[C:8]([N:22]1[CH2:23][CH2:24][N:19]([C:25]2[S:26][C:27]([C:30]#[N:31])=[CH:28][N:29]=2)[CH2:20][CH2:21]1)=[O:10])([CH3:2])([CH3:3])[CH3:4]. The yield is 0.520. (4) The reactants are C([Li])CCC.Br[C:7]1[CH:12]=[CH:11][CH:10]=[C:9]([Br:13])[N:8]=1.[CH3:14][N:15]1[CH2:20][CH2:19][CH:18]([C:21](N2CCCC2)=[O:22])[CH2:17][CH2:16]1. The catalyst is CC(OC)(C)C. The product is [Br:13][C:9]1[CH:10]=[CH:11][CH:12]=[C:7]([C:21]([CH:18]2[CH2:19][CH2:20][N:15]([CH3:14])[CH2:16][CH2:17]2)=[O:22])[N:8]=1. The yield is 0.850. (5) The reactants are [C:1]([O:5][C:6]([N:8]1[CH2:13][CH:12]=[C:11]([C:14]2[CH:19]=[CH:18][C:17]([NH2:20])=[CH:16][CH:15]=2)[CH2:10][CH2:9]1)=[O:7])([CH3:4])([CH3:3])[CH3:2]. The catalyst is CO.[Pd]. The yield is 1.00. The product is [C:1]([O:5][C:6]([N:8]1[CH2:13][CH2:12][CH:11]([C:14]2[CH:19]=[CH:18][C:17]([NH2:20])=[CH:16][CH:15]=2)[CH2:10][CH2:9]1)=[O:7])([CH3:4])([CH3:2])[CH3:3]. (6) The product is [NH2:1][C:2]1[C:3]([N+:13]([O-:15])=[O:14])=[C:4]([CH:9]=[C:10]([N:16]2[CH2:21][CH2:20][O:19][CH2:18][CH2:17]2)[CH:11]=1)[C:5]([O:7][CH3:8])=[O:6]. The yield is 0.460. The catalyst is CN(C=O)C. The reactants are [NH2:1][C:2]1[C:3]([N+:13]([O-:15])=[O:14])=[C:4]([CH:9]=[C:10](Cl)[CH:11]=1)[C:5]([O:7][CH3:8])=[O:6].[NH:16]1[CH2:21][CH2:20][O:19][CH2:18][CH2:17]1.C([O-])([O-])=O.[K+].[K+].O. (7) The reactants are [C:1]([NH:9][NH:10][C:11](=O)[C:12]([O:14][CH2:15][CH3:16])=[O:13])(=O)[C:2]1[CH:7]=[CH:6][CH:5]=[CH:4][CH:3]=1.C1COCC1.COC1C=CC(P2(SP(C3C=CC(OC)=CC=3)(=S)S2)=[S:32])=CC=1. No catalyst specified. The product is [C:2]1([C:1]2[S:32][C:11]([C:12]([O:14][CH2:15][CH3:16])=[O:13])=[N:10][N:9]=2)[CH:7]=[CH:6][CH:5]=[CH:4][CH:3]=1. The yield is 0.350. (8) The product is [NH2:35][C:25]1[C:24]([C@H:19]2[CH2:20][CH2:21][CH2:22][CH2:23][C@@H:18]2[O:17][C:13]2[C:14]([CH3:16])=[CH:15][C:10]([S:7]([N:6]([CH2:5][C:4]3[CH:45]=[CH:46][C:47]([O:49][CH3:50])=[CH:48][C:3]=3[O:2][CH3:1])[C:39]3[CH:44]=[CH:43][N:42]=[CH:41][N:40]=3)(=[O:9])=[O:8])=[C:11]([F:38])[CH:12]=2)=[CH:28][N:27]([CH:29]2[CH2:34][CH2:33][CH2:32][CH2:31][O:30]2)[N:26]=1. The yield is 0.420. The catalyst is C1C=CC(P(C2C=CC=CC=2)[C-]2C=CC=C2)=CC=1.C1C=CC(P(C2C=CC=CC=2)[C-]2C=CC=C2)=CC=1.Cl[Pd]Cl.[Fe+2].C(OCC)(=O)C.C(O)C. The reactants are [CH3:1][O:2][C:3]1[CH:48]=[C:47]([O:49][CH3:50])[CH:46]=[CH:45][C:4]=1[CH2:5][N:6]([C:39]1[CH:44]=[CH:43][N:42]=[CH:41][N:40]=1)[S:7]([C:10]1[CH:15]=[C:14]([CH3:16])[C:13]([O:17][C@H:18]2[CH2:23][CH2:22][CH2:21][CH2:20][C@@H:19]2[C:24]2[C:25]([N+:35]([O-])=O)=[N:26][N:27]([CH:29]3[CH2:34][CH2:33][CH2:32][CH2:31][O:30]3)[CH:28]=2)=[CH:12][C:11]=1[F:38])(=[O:9])=[O:8].C1COCC1.[BH4-].[Na+].C(=O)([O-])O.[Na+].